Dataset: Reaction yield outcomes from USPTO patents with 853,638 reactions. Task: Predict the reaction yield, written as a fraction of the theoretical maximum amount of product (1.0 means a 100% yield; for example, 0.34 means a 34% yield). (1) The reactants are [Cl:1][C:2]1[C:6]([Cl:7])=[C:5]([CH3:8])[NH:4][C:3]=1[C:9]([O:11]CC)=[O:10].C(Cl)Cl.[Li+].[OH-].Cl. The catalyst is CO. The product is [Cl:1][C:2]1[C:6]([Cl:7])=[C:5]([CH3:8])[NH:4][C:3]=1[C:9]([OH:11])=[O:10]. The yield is 0.640. (2) The reactants are [Cl:1][C:2]1[CH:7]=[CH:6][C:5]([CH:8]2[C:12](=[O:13])[N:11]([C:14]([O:16][C:17]([CH3:20])([CH3:19])[CH3:18])=[O:15])[C:10]([CH3:22])([CH3:21])[CH2:9]2)=[CH:4][C:3]=1[F:23].[OH:24][Li].O. The catalyst is C1COCC1.CO.O. The product is [C:17]([O:16][C:14]([NH:11][C:10]([CH3:22])([CH3:21])[CH2:9][CH:8]([C:5]1[CH:6]=[CH:7][C:2]([Cl:1])=[C:3]([F:23])[CH:4]=1)[C:12]([OH:24])=[O:13])=[O:15])([CH3:20])([CH3:19])[CH3:18]. The yield is 0.860. (3) The catalyst is CC(C)=O. The product is [CH2:1]([O:3][C:4](=[O:14])[CH2:5][CH2:6][C:7]1[CH:12]=[CH:11][CH:10]=[C:9]([O:13][CH2:24][C@H:22]2[CH2:21][O:23]2)[CH:8]=1)[CH3:2]. The reactants are [CH2:1]([O:3][C:4](=[O:14])[CH2:5][CH2:6][C:7]1[CH:12]=[CH:11][CH:10]=[C:9]([OH:13])[CH:8]=1)[CH3:2].C([O-])([O-])=O.[K+].[K+].[CH2:21]1[O:23][C@H:22]1[CH2:24]OS(C1C=C([N+]([O-])=O)C=CC=1)(=O)=O. The yield is 0.930. (4) The reactants are C(N(CC)CC)C.[F:8][C:9]1[CH:10]=[C:11]2[C:15](=[CH:16][CH:17]=1)[N:14](C(OC(C)(C)C)=O)[CH:13]=[C:12]2[CH:25]=[O:26].[CH3:27][O:28][C:29]1[CH:30]=[C:31]([CH:42]=[CH:43][CH:44]=1)[N:32]=[CH:33][C:34]1[CH:39]=[N:38][C:37]([O:40][CH3:41])=[CH:36][N:35]=1. The catalyst is [Cl-].C([N+]1C(C)=C(CCO)SC=1)C1C=CC=CC=1.C(O)C. The product is [F:8][C:9]1[CH:10]=[C:11]2[C:15](=[CH:16][CH:17]=1)[NH:14][CH:13]=[C:12]2[C:25](=[O:26])[CH:33]([NH:32][C:31]1[CH:42]=[CH:43][CH:44]=[C:29]([O:28][CH3:27])[CH:30]=1)[C:34]1[CH:39]=[N:38][C:37]([O:40][CH3:41])=[CH:36][N:35]=1. The yield is 0.410. (5) The reactants are C(=O)([O-])[O-].[Cs+].[Cs+].C1C=CC(P(C2C=CC3C(=CC=CC=3)C=2C2C3C(=CC=CC=3)C=CC=2P(C2C=CC=CC=2)C2C=CC=CC=2)C2C=CC=CC=2)=CC=1.[F:53][C:54]1[CH:61]=[CH:60][C:57]([CH2:58][OH:59])=[CH:56][CH:55]=1.[CH2:62]([C:69]1[C:73]2[C:74]([Cl:78])=[N:75][CH:76]=[CH:77][C:72]=2[NH:71][C:70]=1[CH3:79])[C:63]1[CH:68]=[CH:67][CH:66]=[CH:65][CH:64]=1. The catalyst is C1(C)C=CC=CC=1.C1C=CC(/C=C/C(/C=C/C2C=CC=CC=2)=O)=CC=1.C1C=CC(/C=C/C(/C=C/C2C=CC=CC=2)=O)=CC=1.C1C=CC(/C=C/C(/C=C/C2C=CC=CC=2)=O)=CC=1.[Pd].[Pd]. The product is [ClH:78].[CH2:62]([C:69]1[C:73]2[C:74]([O:59][CH2:58][C:57]3[CH:60]=[CH:61][C:54]([F:53])=[CH:55][CH:56]=3)=[N:75][CH:76]=[CH:77][C:72]=2[NH:71][C:70]=1[CH3:79])[C:63]1[CH:64]=[CH:65][CH:66]=[CH:67][CH:68]=1. The yield is 0.423. (6) The reactants are [CH3:1][O:2][C:3]([C:5]1[CH:13]=[C:12]2[C:8]([CH:9]=[CH:10][NH:11]2)=[CH:7][CH:6]=1)=[O:4].Br[CH2:15][CH2:16][O:17][C:18]1[CH:23]=[CH:22][CH:21]=[CH:20][CH:19]=1.C([O-])([O-])=O.[K+].[K+]. The catalyst is CN(C=O)C.C(OCC)(=O)C. The product is [O:17]([CH2:16][CH2:15][N:11]1[C:12]2[C:8](=[CH:7][CH:6]=[C:5]([C:3]([O:2][CH3:1])=[O:4])[CH:13]=2)[CH:9]=[CH:10]1)[C:18]1[CH:23]=[CH:22][CH:21]=[CH:20][CH:19]=1. The yield is 0.750. (7) The reactants are [CH3:1][N:2]1[C:10]2[C:5](=[CH:6][CH:7]=[CH:8][CH:9]=2)[CH:4]=[C:3]1[C:11]([NH:13][C@H:14]([C:18]([NH:20][CH:21]([C:30](=[O:33])[CH2:31][F:32])[CH2:22][C:23]([O:25]C(C)(C)C)=[O:24])=[O:19])[CH:15]([CH3:17])[CH3:16])=[O:12].C1(OC)C=CC=CC=1.FC(F)(F)C(O)=O. The catalyst is C(Cl)Cl. The product is [CH3:1][N:2]1[C:10]2[C:5](=[CH:6][CH:7]=[CH:8][CH:9]=2)[CH:4]=[C:3]1[C:11]([NH:13][C@H:14]([C:18]([NH:20][CH:21]([C:30](=[O:33])[CH2:31][F:32])[CH2:22][C:23]([OH:25])=[O:24])=[O:19])[CH:15]([CH3:16])[CH3:17])=[O:12]. The yield is 0.720.